Dataset: Forward reaction prediction with 1.9M reactions from USPTO patents (1976-2016). Task: Predict the product of the given reaction. (1) Given the reactants [CH2:1]([C:3]1[S:4][CH:5]=[C:6](/[CH:8]=[CH:9]/[C:10]2[C:11]([O:21][CH2:22][C:23]3[O:27][N:26]=[C:25]([O:28][CH2:29][C:30]4[N:31]=[C:32]([C:36]5[CH:41]=[CH:40][C:39]([CH2:42][C:43]([O:45]CC)=[O:44])=[CH:38][CH:37]=5)[O:33][C:34]=4[CH3:35])[CH:24]=3)=[N:12][N:13]([C:15]3[CH:20]=[CH:19][CH:18]=[CH:17][CH:16]=3)[CH:14]=2)[N:7]=1)[CH3:2].O1CCCC1.[OH-].[Na+].Cl, predict the reaction product. The product is: [CH2:1]([C:3]1[S:4][CH:5]=[C:6](/[CH:8]=[CH:9]/[C:10]2[C:11]([O:21][CH2:22][C:23]3[O:27][N:26]=[C:25]([O:28][CH2:29][C:30]4[N:31]=[C:32]([C:36]5[CH:41]=[CH:40][C:39]([CH2:42][C:43]([OH:45])=[O:44])=[CH:38][CH:37]=5)[O:33][C:34]=4[CH3:35])[CH:24]=3)=[N:12][N:13]([C:15]3[CH:16]=[CH:17][CH:18]=[CH:19][CH:20]=3)[CH:14]=2)[N:7]=1)[CH3:2]. (2) Given the reactants FC(F)(F)S(O[C:7]1[CH2:12][CH2:11][N:10]([C:13]([O:15][C:16]([CH3:19])([CH3:18])[CH3:17])=[O:14])[CH2:9][CH:8]=1)(=O)=O.CC1(C)C(C)(C)OB([C:30]2[CH:34]=[C:33]([CH3:35])[S:32][CH:31]=2)O1, predict the reaction product. The product is: [CH3:35][C:33]1[S:32][CH:31]=[C:30]([C:7]2[CH2:12][CH2:11][N:10]([C:13]([O:15][C:16]([CH3:17])([CH3:18])[CH3:19])=[O:14])[CH2:9][CH:8]=2)[CH:34]=1. (3) Given the reactants [Cl:1][C:2]1[CH:10]=[C:9]([O:11][CH3:12])[C:8]([N+:13]([O-:15])=[O:14])=[CH:7][C:3]=1[C:4](O)=[O:5].[Cl-].[NH3:17].CO, predict the reaction product. The product is: [Cl:1][C:2]1[CH:10]=[C:9]([O:11][CH3:12])[C:8]([N+:13]([O-:15])=[O:14])=[CH:7][C:3]=1[C:4]([NH2:17])=[O:5].